Task: Predict which catalyst facilitates the given reaction.. Dataset: Catalyst prediction with 721,799 reactions and 888 catalyst types from USPTO (1) Reactant: CO[C:3]([C:5]1[N:6]=[C:7]([C:22]#[N:23])[C:8]2[C:13]([C:14]=1[OH:15])=[CH:12][CH:11]=[C:10]([C:16]1[CH:21]=[CH:20][CH:19]=[CH:18][CH:17]=1)[CH:9]=2)=[O:4].OC(C(F)(F)F)=O.[NH2:31][CH2:32][C:33]([CH3:38])([CH3:37])[C:34]([OH:36])=[O:35].C[O-].[Na+]. Product: [C:22]([C:7]1[C:8]2[C:13](=[CH:12][CH:11]=[C:10]([C:16]3[CH:21]=[CH:20][CH:19]=[CH:18][CH:17]=3)[CH:9]=2)[C:14]([OH:15])=[C:5]([C:3]([NH:31][CH2:32][C:33]([CH3:38])([CH3:37])[C:34]([OH:36])=[O:35])=[O:4])[N:6]=1)#[N:23]. The catalyst class is: 14. (2) Reactant: C([N:3](CC)CC)C.[OH:8][CH:9]([CH2:28][C:29]1[CH:34]=[CH:33][CH:32]=[CH:31][CH:30]=1)/[CH:10]=[CH:11]/[C@H:12]1[CH2:17][CH2:16][CH2:15][C:14](=[O:18])[N:13]1[CH2:19][CH2:20][CH2:21][CH2:22][CH2:23][CH2:24][C:25](O)=[O:26].ClC(OCC)=O.N. Product: [OH:8][CH:9]([CH2:28][C:29]1[CH:34]=[CH:33][CH:32]=[CH:31][CH:30]=1)/[CH:10]=[CH:11]/[C@H:12]1[CH2:17][CH2:16][CH2:15][C:14](=[O:18])[N:13]1[CH2:19][CH2:20][CH2:21][CH2:22][CH2:23][CH2:24][C:25]([NH2:3])=[O:26]. The catalyst class is: 91. (3) Reactant: [CH2:1]([C:3]([C:21]1[CH:26]=[CH:25][C:24]([OH:27])=[C:23]([CH3:28])[CH:22]=1)([C:6]1[CH:11]=[CH:10][C:9](/[CH:12]=[CH:13]/[C:14]2([OH:19])[CH2:18][CH2:17][CH2:16][CH2:15]2)=[C:8]([CH3:20])[CH:7]=1)[CH2:4][CH3:5])[CH3:2].C([O-])([O-])=O.[K+].[K+].[CH2:35]([O:37][C:38](=[O:45])[CH2:39][CH2:40][CH2:41][CH2:42][CH2:43]Br)[CH3:36].O. Product: [CH2:35]([O:37][C:38](=[O:45])[CH2:39][CH2:40][CH2:41][CH2:42][CH2:43][O:27][C:24]1[CH:25]=[CH:26][C:21]([C:3]([CH2:4][CH3:5])([C:6]2[CH:11]=[CH:10][C:9](/[CH:12]=[CH:13]/[C:14]3([OH:19])[CH2:18][CH2:17][CH2:16][CH2:15]3)=[C:8]([CH3:20])[CH:7]=2)[CH2:1][CH3:2])=[CH:22][C:23]=1[CH3:28])[CH3:36]. The catalyst class is: 3. (4) Reactant: [CH2:1]([C:4]1[CH:12]=[CH:11][C:7]([C:8]([OH:10])=[O:9])=[CH:6][CH:5]=1)[CH2:2][CH3:3].[CH3:13][Si](C=[N+]=[N-])(C)C. Product: [CH2:1]([C:4]1[CH:12]=[CH:11][C:7]([C:8]([O:10][CH3:13])=[O:9])=[CH:6][CH:5]=1)[CH2:2][CH3:3]. The catalyst class is: 138. (5) Reactant: C(OC([N:8](CC1C=CC(OC)=CC=1)[C:9]1[CH:14]=[C:13]([CH2:15][C@H:16]2[C:19](=[O:20])[N:18]([C:21](=[O:34])[NH:22][C@@H:23]([CH:28]3[CH2:33][CH2:32][CH2:31][CH2:30][CH2:29]3)[C:24]([F:27])([F:26])[F:25])[C@@H:17]2[C:35]([O:37]CC2C=CC=CC=2)=[O:36])[CH:12]=[CH:11][N:10]=1)=O)(C)(C)C.C([SiH](CC)CC)C.[F:61][C:62]([F:67])([F:66])[C:63]([OH:65])=[O:64]. Product: [F:61][C:62]([F:67])([F:66])[C:63]([OH:65])=[O:64].[NH2:8][C:9]1[CH:14]=[C:13]([CH2:15][C@H:16]2[C:19](=[O:20])[N:18]([C:21](=[O:34])[NH:22][C@@H:23]([CH:28]3[CH2:29][CH2:30][CH2:31][CH2:32][CH2:33]3)[C:24]([F:27])([F:25])[F:26])[C@@H:17]2[C:35]([OH:37])=[O:36])[CH:12]=[CH:11][N:10]=1. The catalyst class is: 29. (6) Reactant: B(Br)(Br)Br.[OH:5][C:6]1[C:13]([O:14]C)=[CH:12][C:9]([C:10]#[N:11])=[C:8]([CH2:16][C:17]2[CH:22]=[CH:21][C:20]([CH2:23][C:24]([F:27])([F:26])[F:25])=[CH:19][CH:18]=2)[C:7]=1[C:28]#[N:29]. Product: [OH:5][C:6]1[C:13]([OH:14])=[CH:12][C:9]([C:10]#[N:11])=[C:8]([CH2:16][C:17]2[CH:18]=[CH:19][C:20]([CH2:23][C:24]([F:25])([F:26])[F:27])=[CH:21][CH:22]=2)[C:7]=1[C:28]#[N:29]. The catalyst class is: 2. (7) Reactant: Br[CH2:2][C:3]([C:5]1[O:6][C:7]2[C:13]([CH3:14])=[C:12]([CH3:15])[C:11]([O:16]C(=O)C)=[CH:10][C:8]=2[CH:9]=1)=[O:4].[CH3:20][NH:21][CH:22](O)[CH3:23].C(=O)([O-])[O-:26].[K+].[K+].O. Product: [OH:16][C:11]1[C:12]([CH3:15])=[C:13]([CH3:14])[C:7]2[O:6][C:5]([C:3]3([OH:4])[O:26][CH2:23][CH2:22][N:21]([CH3:20])[CH2:2]3)=[CH:9][C:8]=2[CH:10]=1. The catalyst class is: 21.